Dataset: Catalyst prediction with 721,799 reactions and 888 catalyst types from USPTO. Task: Predict which catalyst facilitates the given reaction. (1) Reactant: [Cl-].[CH3:2][O:3][CH:4]=C1C=CC=CC1[PH+](C1C=CC=CC=1)C1C=CC=CC=1.CC(C)([O-])C.[K+].[F:30][C:31]1[CH:40]=[CH:39][C:38]2[CH:41]=[CH:42][C:43](=[O:44])[N:36]3[C:37]=2[C:32]=1[C:33](=O)[CH2:34][CH2:35]3.O. Product: [F:30][C:31]1[CH:40]=[CH:39][C:38]2[CH:41]=[CH:42][C:43](=[O:44])[N:36]3[C:37]=2[C:32]=1[C:33](=[CH:2][O:3][CH3:4])[CH2:34][CH2:35]3. The catalyst class is: 12. (2) Reactant: C[O:2][C:3](=[O:21])[CH2:4][CH2:5][N:6]1[C:11]2[CH:12]=[CH:13][C:14]([Cl:16])=[CH:15][C:10]=2[O:9][CH:8]([CH:17]([CH3:19])[CH3:18])[C:7]1=[O:20].[OH-].[Na+]. Product: [Cl:16][C:14]1[CH:13]=[CH:12][C:11]2[N:6]([CH2:5][CH2:4][C:3]([OH:21])=[O:2])[C:7](=[O:20])[CH:8]([CH:17]([CH3:19])[CH3:18])[O:9][C:10]=2[CH:15]=1. The catalyst class is: 5. (3) Reactant: [C:1]([O:5][C:6](=[O:17])[CH2:7][CH2:8][C:9]1[CH:14]=[CH:13][C:12]([OH:15])=[CH:11][C:10]=1[CH3:16])([CH3:4])([CH3:3])[CH3:2].[F:18][C:19]1[CH:24]=[CH:23][CH:22]=[CH:21][C:20]=1[C:25]1[N:30]=[CH:29][C:28]([C:31]2[S:32][C:33]([CH3:39])=[C:34]([CH2:36][CH2:37]O)[N:35]=2)=[CH:27][CH:26]=1.C(P(CCCC)CCCC)CCC.N(C(N1CCCCC1)=O)=NC(N1CCCCC1)=O. Product: [C:1]([O:5][C:6](=[O:17])[CH2:7][CH2:8][C:9]1[CH:14]=[CH:13][C:12]([O:15][CH2:37][CH2:36][C:34]2[N:35]=[C:31]([C:28]3[CH:29]=[N:30][C:25]([C:20]4[CH:21]=[CH:22][CH:23]=[CH:24][C:19]=4[F:18])=[CH:26][CH:27]=3)[S:32][C:33]=2[CH3:39])=[CH:11][C:10]=1[CH3:16])([CH3:4])([CH3:3])[CH3:2]. The catalyst class is: 11. (4) Reactant: Br[C:2]1[N:10]=[CH:9][N:8]=[C:7]2[C:3]=1[N:4]=[CH:5][NH:6]2.[F:11][C:12]1[CH:13]=[C:14]([C:18]2[C:27]3[C:22](=[CH:23][CH:24]=[CH:25][CH:26]=3)[C:21]([CH3:28])=[N:20][C:19]=2[CH:29]([NH2:31])[CH3:30])[CH:15]=[CH:16][CH:17]=1.C(N(CC)C(C)C)(C)C. Product: [F:11][C:12]1[CH:13]=[C:14]([C:18]2[C:27]3[C:22](=[CH:23][CH:24]=[CH:25][CH:26]=3)[C:21]([CH3:28])=[N:20][C:19]=2[CH:29]([NH:31][C:2]2[N:10]=[CH:9][N:8]=[C:7]3[C:3]=2[N:4]=[CH:5][NH:6]3)[CH3:30])[CH:15]=[CH:16][CH:17]=1. The catalyst class is: 8. (5) Reactant: C[S-].[Na+].C[O:5][C:6]1[CH:11]=[CH:10][C:9]([C:12]2([CH2:18][N:19]([CH3:21])[CH3:20])[CH2:17][CH2:16][O:15][CH2:14][CH2:13]2)=[CH:8][CH:7]=1.[NH4+].[Cl-]. Product: [CH3:21][N:19]([CH2:18][C:12]1([C:9]2[CH:10]=[CH:11][C:6]([OH:5])=[CH:7][CH:8]=2)[CH2:13][CH2:14][O:15][CH2:16][CH2:17]1)[CH3:20]. The catalyst class is: 3. (6) Reactant: Cl.[I:2][C:3]1[CH:8]=[CH:7][C:6]([NH:9]N)=[CH:5][CH:4]=1.[F:11][C:12]1[CH:20]=[CH:19][CH:18]=[CH:17][C:13]=1[CH2:14][CH2:15]Br.C(N(CC)CC)C.Cl.[CH3:29][N:30]1[CH2:35][CH2:34][C:33](=O)[CH2:32][CH2:31]1.FC(F)(F)C([O-])=O. Product: [F:11][C:12]1[CH:20]=[CH:19][CH:18]=[CH:17][C:13]=1[CH2:14][CH2:15][N:9]1[C:6]2[CH:7]=[CH:8][C:3]([I:2])=[CH:4][C:5]=2[C:32]2[CH2:31][N:30]([CH3:29])[CH2:35][CH2:34][C:33]1=2. The catalyst class is: 8. (7) Reactant: I[C:2]1[C:6]([CH:7]=[O:8])=[CH:5][N:4]([CH2:9][O:10][CH2:11][CH2:12][Si:13]([CH3:16])([CH3:15])[CH3:14])[N:3]=1.[Br:17][C:18]1[CH:23]=[C:22]([F:24])[C:21]([F:25])=[CH:20][C:19]=1B(O)O.C([O-])([O-])=O.[K+].[K+]. Product: [Br:17][C:18]1[CH:23]=[C:22]([F:24])[C:21]([F:25])=[CH:20][C:19]=1[C:2]1[C:6]([CH:7]=[O:8])=[CH:5][N:4]([CH2:9][O:10][CH2:11][CH2:12][Si:13]([CH3:16])([CH3:15])[CH3:14])[N:3]=1. The catalyst class is: 73. (8) Reactant: [F:1][C:2]1[CH:7]=[CH:6][C:5]([F:8])=[CH:4][C:3]=1[CH:9]([S:13]([C:16]1[CH:21]=[CH:20][C:19]([CH3:22])=[CH:18][CH:17]=1)(=[O:15])=[O:14])[NH:10][CH:11]=O.P(Cl)(Cl)(Cl)=O.N1C(C)=CC=CC=1C. Product: [C:19]1([CH3:22])[CH:18]=[CH:17][C:16]([S:13]([CH:9]([N+:10]#[C-:11])[C:3]2[CH:4]=[C:5]([F:8])[CH:6]=[CH:7][C:2]=2[F:1])(=[O:15])=[O:14])=[CH:21][CH:20]=1. The catalyst class is: 7.